This data is from Full USPTO retrosynthesis dataset with 1.9M reactions from patents (1976-2016). The task is: Predict the reactants needed to synthesize the given product. (1) Given the product [CH3:1][C:2]1([CH3:11])[N:6]2[C:7](=[O:10])[CH:8]([C:20]([O:21][CH3:22])=[O:23])[CH2:9][C@H:5]2[CH2:4][O:3]1, predict the reactants needed to synthesize it. The reactants are: [CH3:1][C:2]1([CH3:11])[N:6]2[C:7](=[O:10])[CH2:8][CH2:9][C@H:5]2[CH2:4][O:3]1.[Li+].CC([N-]C(C)C)C.[C:20](=O)([O:23]C)[O:21][CH3:22].P([O-])(O)(O)=O.[K+]. (2) Given the product [Br:1][C:2]1[CH:7]=[CH:6][C:5]([C:8]2[CH:13]=[CH:12][C:11]([B:20]([OH:23])[OH:21])=[CH:10][CH:9]=2)=[CH:4][CH:3]=1, predict the reactants needed to synthesize it. The reactants are: [Br:1][C:2]1[CH:7]=[CH:6][C:5]([C:8]2[CH:13]=[CH:12][C:11](Br)=[CH:10][CH:9]=2)=[CH:4][CH:3]=1.C([Li])CCC.[B:20](OC)([O:23]C)[O:21]C.O.Cl. (3) Given the product [C:1]1([CH3:11])[CH:6]=[CH:5][C:4]([S:7]([NH:39][C:36]2[CH:37]=[CH:38][C:33]([C:32]([O:31]/[C:20](/[C:21]3[CH:26]=[CH:25][C:24]([O:27][CH3:28])=[C:23]([O:29][CH3:30])[CH:22]=3)=[CH:19]\[C:18]3[C:17]([Cl:41])=[CH:16][N:15]=[CH:14][C:13]=3[Cl:12])=[O:40])=[CH:34][CH:35]=2)(=[O:9])=[O:8])=[CH:3][CH:2]=1, predict the reactants needed to synthesize it. The reactants are: [C:1]1([CH3:11])[CH:6]=[CH:5][C:4]([S:7](Cl)(=[O:9])=[O:8])=[CH:3][CH:2]=1.[Cl:12][C:13]1[CH:14]=[N:15][CH:16]=[C:17]([Cl:41])[C:18]=1/[CH:19]=[C:20](\[O:31][C:32](=[O:40])[C:33]1[CH:38]=[CH:37][C:36]([NH2:39])=[CH:35][CH:34]=1)/[C:21]1[CH:26]=[CH:25][C:24]([O:27][CH3:28])=[C:23]([O:29][CH3:30])[CH:22]=1.